The task is: Predict which catalyst facilitates the given reaction.. This data is from Catalyst prediction with 721,799 reactions and 888 catalyst types from USPTO. (1) Reactant: [NH2:1][CH2:2][CH2:3][NH:4][C:5](=[O:11])[O:6][C:7]([CH3:10])([CH3:9])[CH3:8].C(N(CC)CC)C.[C:19]([C:21]1[CH:22]=[C:23]([S:27](Cl)(=[O:29])=[O:28])[CH:24]=[CH:25][CH:26]=1)#[N:20]. Product: [C:19]([C:21]1[CH:22]=[C:23]([S:27]([NH:1][CH2:2][CH2:3][NH:4][C:5](=[O:11])[O:6][C:7]([CH3:8])([CH3:10])[CH3:9])(=[O:29])=[O:28])[CH:24]=[CH:25][CH:26]=1)#[N:20]. The catalyst class is: 12. (2) Reactant: [Br:1][C:2]1[C:3]([F:11])=[C:4]([NH:8][CH:9]=O)[CH:5]=[CH:6][CH:7]=1.CO.Cl.[OH-].[Na+]. Product: [Br:1][C:2]1[C:3]([F:11])=[C:4]([CH:5]=[CH:6][CH:7]=1)[NH:8][CH3:9]. The catalyst class is: 1.